Dataset: Reaction yield outcomes from USPTO patents with 853,638 reactions. Task: Predict the reaction yield, written as a fraction of the theoretical maximum amount of product (1.0 means a 100% yield; for example, 0.34 means a 34% yield). (1) The reactants are [F:1][C:2]([F:17])([F:16])[C:3]([NH:5][C:6]1[CH:11]=[CH:10][CH:9]=[C:8]([CH2:12][CH2:13]SC)[CH:7]=1)=[O:4].[CH:18]1C=C(Cl)C=C(C(OO)=O)C=1.[S:29]([O-:33])([O-])(=[O:31])=S.[Na+].[Na+]. The catalyst is C(Cl)Cl. The product is [F:1][C:2]([F:16])([F:17])[C:3]([NH:5][C:6]1[CH:11]=[CH:10][CH:9]=[C:8]([CH2:12][CH2:13][S:29]([CH3:18])(=[O:33])=[O:31])[CH:7]=1)=[O:4]. The yield is 0.890. (2) The reactants are [F:1][C:2]([F:22])([F:21])[C:3]1[CH:4]=[C:5]([C:9]2[CH:18]=[CH:17][C:16]3[C:11](=[C:12]([CH2:19]O)[CH:13]=[CH:14][CH:15]=3)[N:10]=2)[CH:6]=[CH:7][CH:8]=1.O=S(Cl)[Cl:25]. The catalyst is C(Cl)Cl. The product is [Cl:25][CH2:19][C:12]1[CH:13]=[CH:14][CH:15]=[C:16]2[C:11]=1[N:10]=[C:9]([C:5]1[CH:6]=[CH:7][CH:8]=[C:3]([C:2]([F:22])([F:21])[F:1])[CH:4]=1)[CH:18]=[CH:17]2. The yield is 0.940. (3) The reactants are [OH:1][C:2]1[CH:17]=[CH:16][C:5]2[NH:6][C:7]([CH:9]([CH3:15])[C:10](OCC)=O)=[N:8][C:4]=2[CH:3]=1.[NH2:18][C:19]1[CH:38]=[CH:37][C:22]([C:23]([NH:25][CH2:26][CH2:27][O:28][C:29]2[CH:34]=[CH:33][CH:32]=[CH:31][C:30]=2[O:35][CH3:36])=[O:24])=[CH:21][C:20]=1[NH:39][CH3:40]. The catalyst is CN1CCCN(C)C1=O. The product is [OH:1][C:2]1[CH:17]=[CH:16][C:5]2[NH:6][C:7]([CH:9]([C:10]3[N:39]([CH3:40])[C:20]4[CH:21]=[C:22]([C:23]([NH:25][CH2:26][CH2:27][O:28][C:29]5[CH:34]=[CH:33][CH:32]=[CH:31][C:30]=5[O:35][CH3:36])=[O:24])[CH:37]=[CH:38][C:19]=4[N:18]=3)[CH3:15])=[N:8][C:4]=2[CH:3]=1. The yield is 0.130. (4) The reactants are [C:1]([O:6][C@@H:7]1[C@@H:15]([CH2:16][CH2:17][OH:18])[C:14](=[O:19])[O:13][CH2:12][C@H:11]([NH:20][C:21]([O:23][C:24]([CH3:27])([CH3:26])[CH3:25])=[O:22])[C:10](=[O:28])[O:9][C@H:8]1[CH3:29])(=[O:5])[CH:2]([CH3:4])[CH3:3].[CH3:30]N(C1C2C(N(C)C)=CC=CC=2C=CC=1)C.[O-]S([O-])(=O)=O.[Na+].[Na+].F[B-](F)(F)F.C[O+](C)C. The catalyst is C(Cl)Cl.CCOC(C)=O. The product is [C:1]([O:6][C@@H:7]1[C@@H:15]([CH2:16][CH2:17][O:18][CH3:30])[C:14](=[O:19])[O:13][CH2:12][C@H:11]([NH:20][C:21]([O:23][C:24]([CH3:26])([CH3:25])[CH3:27])=[O:22])[C:10](=[O:28])[O:9][C@H:8]1[CH3:29])(=[O:5])[CH:2]([CH3:4])[CH3:3]. The yield is 0.710. (5) The catalyst is C1C=CC([P]([Pd]([P](C2C=CC=CC=2)(C2C=CC=CC=2)C2C=CC=CC=2)([P](C2C=CC=CC=2)(C2C=CC=CC=2)C2C=CC=CC=2)[P](C2C=CC=CC=2)(C2C=CC=CC=2)C2C=CC=CC=2)(C2C=CC=CC=2)C2C=CC=CC=2)=CC=1. The yield is 0.800. The reactants are Br[C:2]1[CH:3]=[C:4]([CH:8]([N:12]2[CH:16]=[C:15]([C:17]3[C:18]4[CH:25]=[CH:24][N:23]([CH2:26][O:27][CH2:28][CH2:29][Si:30]([CH3:33])([CH3:32])[CH3:31])[C:19]=4[N:20]=[CH:21][N:22]=3)[CH:14]=[N:13]2)[CH2:9][C:10]#[N:11])[CH:5]=[N:6][CH:7]=1.O1CCOCC1.[C:40]1(B(O)O)[CH:45]=[CH:44][CH:43]=[CH:42][CH:41]=1.C(=O)(O)[O-].[Na+].O. The product is [C:40]1([C:2]2[CH:3]=[C:4]([CH:8]([N:12]3[CH:16]=[C:15]([C:17]4[C:18]5[CH:25]=[CH:24][N:23]([CH2:26][O:27][CH2:28][CH2:29][Si:30]([CH3:33])([CH3:32])[CH3:31])[C:19]=5[N:20]=[CH:21][N:22]=4)[CH:14]=[N:13]3)[CH2:9][C:10]#[N:11])[CH:5]=[N:6][CH:7]=2)[CH:45]=[CH:44][CH:43]=[CH:42][CH:41]=1. (6) The reactants are C(OC(=O)[NH:7][C@H:8]([C:13](=[O:21])[NH:14][C:15]1[CH:20]=[N:19][CH:18]=[CH:17][N:16]=1)[CH2:9][CH:10]([CH3:12])[CH3:11])(C)(C)C.FC(F)(F)C(O)=O.ClCCl.C(OCC)(=O)C. The catalyst is O. The product is [N:16]1[CH:17]=[CH:18][N:19]=[CH:20][C:15]=1[NH:14][C:13](=[O:21])[C@@H:8]([NH2:7])[CH2:9][CH:10]([CH3:11])[CH3:12]. The yield is 0.780. (7) The reactants are [CH2:1]([O:8][C:9]1[CH:18]=[C:17]2[C:12]([C:13](Cl)=[CH:14][N:15]=[N:16]2)=[CH:11][C:10]=1[O:20][CH3:21])[C:2]1[CH:7]=[CH:6][CH:5]=[CH:4][CH:3]=1.[F:22][C:23]1[C:31]([OH:32])=[CH:30][CH:29]=[C:28]2[C:24]=1[CH:25]=[C:26]([CH3:33])[NH:27]2.C(=O)([O-])[O-].[Cs+].[Cs+]. The catalyst is CN(C=O)C. The product is [CH2:1]([O:8][C:9]1[CH:18]=[C:17]2[C:12]([C:13]([O:32][C:31]3[C:23]([F:22])=[C:24]4[C:28](=[CH:29][CH:30]=3)[NH:27][C:26]([CH3:33])=[CH:25]4)=[CH:14][N:15]=[N:16]2)=[CH:11][C:10]=1[O:20][CH3:21])[C:2]1[CH:7]=[CH:6][CH:5]=[CH:4][CH:3]=1. The yield is 0.390. (8) The reactants are [OH-].[Na+].[NH2:3][C:4]1[S:5][C:6]2[CH:12]=[C:11]([S:13][C:14]([CH3:21])([CH3:20])[C:15]([O:17]CC)=[O:16])[CH:10]=[CH:9][C:7]=2[N:8]=1. The catalyst is C(O)C.C1COCC1. The product is [NH2:3][C:4]1[S:5][C:6]2[CH:12]=[C:11]([S:13][C:14]([CH3:21])([CH3:20])[C:15]([OH:17])=[O:16])[CH:10]=[CH:9][C:7]=2[N:8]=1. The yield is 0.400. (9) The reactants are [OH:1][C:2]1[CH:3]=[CH:4][C:5]([C:8]([OH:10])=O)=[N:6][CH:7]=1.Cl.[CH3:12][NH:13][O:14][CH3:15]. No catalyst specified. The product is [OH:1][C:2]1[CH:3]=[CH:4][C:5]([C:8]([N:13]([O:14][CH3:15])[CH3:12])=[O:10])=[N:6][CH:7]=1. The yield is 0.520. (10) The product is [Cl:1][C:2]1[CH:3]=[CH:4][C:5]([C:6]([NH:8][C:9]2[CH:10]=[CH:11][C:12]([S:15]([N:18]3[CH2:23][C:22](=[O:24])[N:21]([CH2:25][CH2:26][CH2:27][CH2:28][CH2:29][CH2:30][CH2:31][CH3:32])[CH2:20][CH:19]3[C:33]([OH:35])=[O:34])(=[O:17])=[O:16])=[CH:13][CH:14]=2)=[O:7])=[CH:37][CH:38]=1. The catalyst is C1COCC1. The reactants are [Cl:1][C:2]1[CH:38]=[CH:37][C:5]([C:6]([NH:8][C:9]2[CH:14]=[CH:13][C:12]([S:15]([N:18]3[CH2:23][C:22](=[O:24])[N:21]([CH2:25][CH2:26][CH2:27][CH2:28][CH2:29][CH2:30][CH2:31][CH3:32])[CH2:20][CH:19]3[C:33]([O:35]C)=[O:34])(=[O:17])=[O:16])=[CH:11][CH:10]=2)=[O:7])=[CH:4][CH:3]=1.[OH-].[Na+].O.Cl. The yield is 0.270.